From a dataset of Experimental lipophilicity measurements (octanol/water distribution) for 4,200 compounds from AstraZeneca. Regression/Classification. Given a drug SMILES string, predict its absorption, distribution, metabolism, or excretion properties. Task type varies by dataset: regression for continuous measurements (e.g., permeability, clearance, half-life) or binary classification for categorical outcomes (e.g., BBB penetration, CYP inhibition). For this dataset (lipophilicity_astrazeneca), we predict Y. (1) The drug is O=C(CN1CCOCC1)Nc1ccc(-c2cccc3c(=O)cc(N4CCOCC4)oc23)cc1O. The Y is 2.40 logD. (2) The drug is N#Cc1cccc(-c2cccc(C(=O)O)c2)c1. The Y is 0.300 logD. (3) The molecule is CCC(c1nc2ccsc2c(=O)n1Cc1ccccc1)N(CCCN)C(=O)c1ccc(C)nc1. The Y is 2.56 logD. (4) The molecule is CCSc1ccc(-c2cc(C(F)(F)F)ccc2OCC(=O)O)cc1. The Y is 1.54 logD. (5) The compound is Nc1nccc(-c2cc3c([nH]2)[C@@H](CCF)CNC3=O)n1. The Y is 0.510 logD.